Dataset: Full USPTO retrosynthesis dataset with 1.9M reactions from patents (1976-2016). Task: Predict the reactants needed to synthesize the given product. (1) The reactants are: [CH2:1]([N:8]([CH2:13][C:14]([OH:16])=O)[CH2:9][C:10]([OH:12])=O)[C:2]1[CH:7]=[CH:6][CH:5]=[CH:4][CH:3]=1.C(OC(=O)C)(=O)C.[CH:24]1[CH:29]=[CH:28][C:27]([CH2:30][CH2:31][NH2:32])=[CH:26][CH:25]=1.C(Cl)(=O)C(Cl)=O.C(=O)(O)[O-].[Na+]. Given the product [CH2:1]([N:8]1[CH2:9][C:10](=[O:12])[N:32]([CH2:31][CH2:30][C:27]2[CH:28]=[CH:29][CH:24]=[CH:25][CH:26]=2)[C:14](=[O:16])[CH2:13]1)[C:2]1[CH:3]=[CH:4][CH:5]=[CH:6][CH:7]=1, predict the reactants needed to synthesize it. (2) Given the product [F:12][C:13]1[CH:18]=[CH:17][CH:16]=[C:15]([C:19]([F:20])([F:21])[F:22])[C:14]=1[CH2:6][CH:7]([OH:10])[CH3:8], predict the reactants needed to synthesize it. The reactants are: [Li]CCCC.[CH3:6][C:7]([O-:10])(C)[CH3:8].[K+].[F:12][C:13]1[CH:18]=[CH:17][CH:16]=[C:15]([C:19]([F:22])([F:21])[F:20])[CH:14]=1.C1OC1C.